From a dataset of Catalyst prediction with 721,799 reactions and 888 catalyst types from USPTO. Predict which catalyst facilitates the given reaction. (1) Reactant: [C:1]1([CH:7]2[CH2:11][CH2:10][NH:9][CH2:8]2)[CH:6]=[CH:5][CH:4]=[CH:3][CH:2]=1.[F:12][C:13]1[CH:23]=[CH:22][C:16]([O:17][CH2:18][C:19](Cl)=[O:20])=[CH:15][CH:14]=1.C(N(CC)CC)C. Product: [F:12][C:13]1[CH:23]=[CH:22][C:16]([O:17][CH2:18][C:19]([N:9]2[CH2:10][CH2:11][CH:7]([C:1]3[CH:6]=[CH:5][CH:4]=[CH:3][CH:2]=3)[CH2:8]2)=[O:20])=[CH:15][CH:14]=1. The catalyst class is: 4. (2) Reactant: [CH3:1][NH:2][NH2:3].CN(/[CH:7]=[C:8]1\[C:9](=O)[CH2:10][N:11]([C:13]([C:26]2[CH:31]=[CH:30][CH:29]=[CH:28][CH:27]=2)([C:20]2[CH:25]=[CH:24][CH:23]=[CH:22][CH:21]=2)[C:14]2[CH:19]=[CH:18][CH:17]=[CH:16][CH:15]=2)[CH2:12]\1)C. Product: [CH3:1][N:2]1[C:9]2[CH2:10][N:11]([C:13]([C:26]3[CH:31]=[CH:30][CH:29]=[CH:28][CH:27]=3)([C:20]3[CH:21]=[CH:22][CH:23]=[CH:24][CH:25]=3)[C:14]3[CH:19]=[CH:18][CH:17]=[CH:16][CH:15]=3)[CH2:12][C:8]=2[CH:7]=[N:3]1. The catalyst class is: 8. (3) The catalyst class is: 2. Product: [CH2:13]([O:20][CH:21]([NH2:3])[CH2:22][O:23][CH2:24][CH2:25][O:26][CH2:27][CH2:28][O:29][CH2:30][CH2:31][O:32][CH2:33][CH2:34][O:35][CH2:36][CH2:37][OH:38])[C:14]1[CH:15]=[CH:16][CH:17]=[CH:18][CH:19]=1. Reactant: C([N:3](CC)CC)C.CS(Cl)(=O)=O.[CH2:13]([O:20][CH2:21][CH2:22][O:23][CH2:24][CH2:25][O:26][CH2:27][CH2:28][O:29][CH2:30][CH2:31][O:32][CH2:33][CH2:34][O:35][CH2:36][CH2:37][OH:38])[C:14]1[CH:19]=[CH:18][CH:17]=[CH:16][CH:15]=1. (4) Reactant: C([O:8][C:9]1[CH:14]=[C:13]([CH:15]=[CH2:16])[CH:12]=[CH:11][C:10]=1[N:17]1[S:21](=[O:23])(=[O:22])[NH:20][C:19](=[O:24])[CH2:18]1)C1C=CC=CC=1.B(Br)(Br)Br. Product: [OH:8][C:9]1[CH:14]=[C:13]([CH:15]=[CH2:16])[CH:12]=[CH:11][C:10]=1[N:17]1[S:21](=[O:23])(=[O:22])[NH:20][C:19](=[O:24])[CH2:18]1. The catalyst class is: 2. (5) Reactant: Br[C:2]1[N:7]=[CH:6][C:5]([CH:8]=[O:9])=[CH:4][C:3]=1[CH3:10].[CH3:11][O:12][C:13](=[O:21])[C:14]1[CH:19]=[CH:18][C:17]([OH:20])=[CH:16][CH:15]=1.C([O-])([O-])=O.[K+].[K+]. Product: [CH3:11][O:12][C:13](=[O:21])[C:14]1[CH:19]=[CH:18][C:17]([O:20][C:2]2[C:3]([CH3:10])=[CH:4][C:5]([CH:8]=[O:9])=[CH:6][N:7]=2)=[CH:16][CH:15]=1. The catalyst class is: 3. (6) Reactant: Br[C:2]1[C:3]([NH:14][C:15]2[C:24]3[C:19](=[CH:20][C:21]([F:26])=[CH:22][C:23]=3[F:25])[N:18]=[C:17]([C:27]3[CH:32]=[CH:31][CH:30]=[CH:29][N:28]=3)[C:16]=2[CH3:33])=[CH:4][C:5]([N:8]2[CH2:13][CH2:12][O:11][CH2:10][CH2:9]2)=[N:6][CH:7]=1.[F:34][C:35]1[CH:36]=[C:37](B(O)O)[CH:38]=[N:39][CH:40]=1.C1(P(C2CCCCC2)C2CCCCC2)CCCCC1.[O-]P([O-])([O-])=O.[K+].[K+].[K+]. Product: [F:25][C:23]1[CH:22]=[C:21]([F:26])[CH:20]=[C:19]2[C:24]=1[C:15]([NH:14][C:3]1[CH:4]=[C:5]([N:8]3[CH2:13][CH2:12][O:11][CH2:10][CH2:9]3)[N:6]=[CH:7][C:2]=1[C:37]1[CH:38]=[N:39][CH:40]=[C:35]([F:34])[CH:36]=1)=[C:16]([CH3:33])[C:17]([C:27]1[CH:32]=[CH:31][CH:30]=[CH:29][N:28]=1)=[N:18]2. The catalyst class is: 552. (7) Reactant: [CH3:1][C:2]1[C:7]([C:8](OCC)=[O:9])=[C:6]([CH3:13])[CH:5]=[CH:4][N:3]=1.[H-].[Al+3].[Li+].[H-].[H-].[H-].O.[OH-].[Na+]. Product: [OH:9][CH2:8][C:7]1[C:2]([CH3:1])=[N:3][CH:4]=[CH:5][C:6]=1[CH3:13]. The catalyst class is: 7.